From a dataset of Reaction yield outcomes from USPTO patents with 853,638 reactions. Predict the reaction yield, written as a fraction of the theoretical maximum amount of product (1.0 means a 100% yield; for example, 0.34 means a 34% yield). (1) The product is [CH2:18]([C@H:25]1[CH2:29][N:28]([C:15](=[O:17])[CH2:14][NH:13][CH2:12][C:4]2[N:3]([CH3:2])[C:11]3[C:6]([CH:5]=2)=[CH:7][CH:8]=[CH:9][CH:10]=3)[C@H:27]([C:30]([NH:32][C:33]2[CH:38]=[CH:37][C:36]([O:39][C:40]3[CH:41]=[CH:42][C:43]([F:46])=[CH:44][CH:45]=3)=[CH:35][CH:34]=2)=[O:31])[CH2:26]1)[C:19]1[CH:20]=[CH:21][CH:22]=[CH:23][CH:24]=1. No catalyst specified. The reactants are Cl.[CH3:2][N:3]1[C:11]2[C:6](=[CH:7][CH:8]=[CH:9][CH:10]=2)[CH:5]=[C:4]1[CH2:12][NH:13][CH2:14][C:15]([OH:17])=O.[CH2:18]([C@H:25]1[CH2:29][NH:28][C@H:27]([C:30]([NH:32][C:33]2[CH:38]=[CH:37][C:36]([O:39][C:40]3[CH:45]=[CH:44][C:43]([F:46])=[CH:42][CH:41]=3)=[CH:35][CH:34]=2)=[O:31])[CH2:26]1)[C:19]1[CH:24]=[CH:23][CH:22]=[CH:21][CH:20]=1. The yield is 0.304. (2) The reactants are CC([O-])(C)C.[K+].[Cl:7][C:8]1[CH:9]=[CH:10][C:11]([N+:17]([O-:19])=[O:18])=[C:12]([CH:16]=1)[C:13]([OH:15])=[O:14].CO[NH2:22].Cl. The catalyst is CN(C=O)C.CC([O-])=O.CC([O-])=O.[Cu+2]. The product is [NH2:22][C:10]1[C:11]([N+:17]([O-:19])=[O:18])=[C:12]([CH:16]=[C:8]([Cl:7])[CH:9]=1)[C:13]([OH:15])=[O:14]. The yield is 1.00. (3) The catalyst is CO.[Pd]. The reactants are [P:1]([O:19][C:20]1[CH:25]=[CH:24][CH:23]=[C:22]([C:26]2[NH:27][C:28]3[C:33]([C:34](=[O:36])[CH:35]=2)=[CH:32][C:31]([N:37]2[CH2:41][CH2:40][CH2:39][CH2:38]2)=[CH:30][CH:29]=3)[CH:21]=1)([O:11]CC1C=CC=CC=1)([O:3]CC1C=CC=CC=1)=[O:2]. The yield is 0.698. The product is [P:1]([OH:11])([OH:3])([O:19][C:20]1[CH:25]=[CH:24][CH:23]=[C:22]([C:26]2[NH:27][C:28]3[C:33]([C:34](=[O:36])[CH:35]=2)=[CH:32][C:31]([N:37]2[CH2:38][CH2:39][CH2:40][CH2:41]2)=[CH:30][CH:29]=3)[CH:21]=1)=[O:2]. (4) The reactants are [O:1]=[S:2]1(=[O:21])[N:7]([C:8]2[CH:20]=[CH:19][C:11]([C:12]([O:14]C(C)(C)C)=[O:13])=[CH:10][CH:9]=2)[CH2:6][CH2:5][O:4][CH2:3]1. The catalyst is C(O)(C(F)(F)F)=O.ClCCl. The product is [O:21]=[S:2]1(=[O:1])[N:7]([C:8]2[CH:20]=[CH:19][C:11]([C:12]([OH:14])=[O:13])=[CH:10][CH:9]=2)[CH2:6][CH2:5][O:4][CH2:3]1. The yield is 0.550. (5) The reactants are [H-].[Al+3].[Li+].[H-].[H-].[H-].[CH2:7]([S:14][C:15]([CH3:23])([CH2:19][N+:20]([O-])=O)[CH2:16][CH2:17][OH:18])[C:8]1[CH:13]=[CH:12][CH:11]=[CH:10][CH:9]=1.C(O)C.O. The catalyst is O1CCCC1. The product is [NH2:20][CH2:19][C:15]([S:14][CH2:7][C:8]1[CH:13]=[CH:12][CH:11]=[CH:10][CH:9]=1)([CH3:23])[CH2:16][CH2:17][OH:18]. The yield is 0.990. (6) The reactants are [NH:1]1[C:9]2[C:4](=[CH:5][CH:6]=[CH:7][C:8]=2[CH2:10][NH:11][CH3:12])[CH:3]=[CH:2]1.Cl.Cl.[CH3:15][N:16]1[CH2:22][C:21]2[CH:23]=[C:24](/[CH:27]=[CH:28]/[C:29]([OH:31])=O)[CH:25]=[N:26][C:20]=2[NH:19][C:18](=[O:32])[CH2:17]1.C1C=CC2N(O)N=NC=2C=1.C(N(C(C)C)CC)(C)C.CCN=C=NCCCN(C)C.Cl. The catalyst is CN(C=O)C.O. The product is [NH:1]1[C:9]2[C:4](=[CH:5][CH:6]=[CH:7][C:8]=2[CH2:10][N:11]([CH3:12])[C:29](=[O:31])/[CH:28]=[CH:27]/[C:24]2[CH:25]=[N:26][C:20]3[NH:19][C:18](=[O:32])[CH2:17][N:16]([CH3:15])[CH2:22][C:21]=3[CH:23]=2)[CH:3]=[CH:2]1. The yield is 0.790. (7) The yield is 0.820. The product is [Br:15][C:8]1[C:4]([O:3][CH:2]([F:1])[F:14])=[N:5][N:6]([CH3:13])[C:7]=1[C:9]([O:11][CH3:12])=[O:10]. The reactants are [F:1][CH:2]([F:14])[O:3][C:4]1[CH:8]=[C:7]([C:9]([O:11][CH3:12])=[O:10])[N:6]([CH3:13])[N:5]=1.[Br:15]Br.O.S(=O)(O)[O-].[Na+]. The catalyst is C(Cl)(Cl)Cl.